Dataset: Forward reaction prediction with 1.9M reactions from USPTO patents (1976-2016). Task: Predict the product of the given reaction. (1) Given the reactants I[CH:2]1[C:6]([CH3:8])([CH3:7])[C:5]2([CH2:12][CH2:11][N:10]([C:13]([O:15][C:16]([CH3:19])([CH3:18])[CH3:17])=[O:14])[CH2:9]2)[O:4][CH2:3]1.C[Si]([SiH]([Si](C)(C)C)[Si](C)(C)C)(C)C.N(C(C)(C)C#N)=NC(C)(C)C#N.C1(C)C=CC=CC=1, predict the reaction product. The product is: [CH3:7][C:6]1([CH3:8])[C:5]2([CH2:12][CH2:11][N:10]([C:13]([O:15][C:16]([CH3:19])([CH3:18])[CH3:17])=[O:14])[CH2:9]2)[O:4][CH2:3][CH2:2]1. (2) The product is: [O:31]=[S:27]1(=[O:32])[CH2:28][CH2:29][CH2:30][N:26]1[C:23]1[CH:24]=[CH:25][C:20]([C:18]([N:15]2[CH2:16][CH2:17][N:12]([C:3]3[C:2]([CH3:33])=[CH:7][C:6]([C:8]([F:11])([F:10])[F:9])=[CH:5][N:4]=3)[CH2:13][CH2:14]2)=[O:19])=[CH:21][CH:22]=1. Given the reactants Cl[C:2]1[C:3]([N:12]2[CH2:17][CH2:16][N:15]([C:18]([C:20]3[CH:25]=[CH:24][C:23]([N:26]4[CH2:30][CH2:29][CH2:28][S:27]4(=[O:32])=[O:31])=[CH:22][CH:21]=3)=[O:19])[CH2:14][CH2:13]2)=[N:4][CH:5]=[C:6]([C:8]([F:11])([F:10])[F:9])[CH:7]=1.[CH:33]1(P(C2CCCCC2)C2C=CC=CC=2C2C(OC)=CC=CC=2OC)CCCCC1.[F-].[K+].CB(O)O, predict the reaction product. (3) Given the reactants C[N:2]([CH:4]=[C:5]1[CH2:11][CH2:10][CH2:9][C:8]2[CH:12]=[C:13]([N:16]3[CH2:20][C@H:19]([CH2:21][NH:22][C:23](=[O:25])[CH3:24])[O:18][C:17]3=[O:26])[CH:14]=[CH:15][C:7]=2[C:6]1=O)C.O.[NH2:29]N.O, predict the reaction product. The product is: [O:26]=[C:17]1[N:16]([C:13]2[CH:14]=[CH:15][C:7]3[C:6]4[NH:29][N:2]=[CH:4][C:5]=4[CH2:11][CH2:10][CH2:9][C:8]=3[CH:12]=2)[CH2:20][C@H:19]([CH2:21][NH:22][C:23](=[O:25])[CH3:24])[O:18]1. (4) Given the reactants C(OC([NH:8][C@@H:9]([CH2:20][C:21]1[CH:26]=[CH:25][CH:24]=[CH:23][N:22]=1)[C:10]([O:12][CH2:13][C:14]1[CH:19]=[CH:18][CH:17]=[CH:16][CH:15]=1)=[O:11])=O)(C)(C)C.[C:27]([OH:33])([C:29]([F:32])([F:31])[F:30])=[O:28], predict the reaction product. The product is: [OH:33][C:27]([C:29]([F:32])([F:31])[F:30])=[O:28].[NH2:8][C@@H:9]([CH2:20][C:21]1[CH:26]=[CH:25][CH:24]=[CH:23][N:22]=1)[C:10]([O:12][CH2:13][C:14]1[CH:19]=[CH:18][CH:17]=[CH:16][CH:15]=1)=[O:11]. (5) Given the reactants Br[C:2]1[S:6][C:5]([O:7][C:8]2[CH:13]=[CH:12][C:11]([OH:14])=[CH:10][CH:9]=2)=[N:4][CH:3]=1.[CH3:15][CH:16]([NH:19][C:20](=[O:22])[CH3:21])[C:17]#[CH:18].C(N(CC)CC)C, predict the reaction product. The product is: [OH:14][C:11]1[CH:12]=[CH:13][C:8]([O:7][C:5]2[S:6][C:2]([C:18]#[C:17][CH:16]([NH:19][C:20](=[O:22])[CH3:21])[CH3:15])=[CH:3][N:4]=2)=[CH:9][CH:10]=1.